From a dataset of Peptide-MHC class I binding affinity with 185,985 pairs from IEDB/IMGT. Regression. Given a peptide amino acid sequence and an MHC pseudo amino acid sequence, predict their binding affinity value. This is MHC class I binding data. (1) The peptide sequence is LRGKWQRRYR. The MHC is HLA-A31:01 with pseudo-sequence HLA-A31:01. The binding affinity (normalized) is 0.549. (2) The peptide sequence is TELQNITFDM. The MHC is HLA-B18:01 with pseudo-sequence HLA-B18:01. The binding affinity (normalized) is 0.479. (3) The peptide sequence is SRIGAWASK. The MHC is HLA-A01:01 with pseudo-sequence HLA-A01:01. The binding affinity (normalized) is 0.0847. (4) The peptide sequence is GLVGLVTFLL. The MHC is HLA-A02:01 with pseudo-sequence HLA-A02:01. The binding affinity (normalized) is 0.640. (5) The peptide sequence is IPQSLDSYWTSL. The MHC is Mamu-B03 with pseudo-sequence Mamu-B03. The binding affinity (normalized) is 0. (6) The peptide sequence is ASDPSFPDI. The MHC is HLA-A69:01 with pseudo-sequence HLA-A69:01. The binding affinity (normalized) is 0.0847.